Dataset: Full USPTO retrosynthesis dataset with 1.9M reactions from patents (1976-2016). Task: Predict the reactants needed to synthesize the given product. (1) Given the product [CH3:1][S:2]([N:5]1[CH2:14][CH2:13][C:12]2[C:7](=[CH:8][CH:9]=[C:10]([CH2:15][OH:16])[CH:11]=2)[CH2:6]1)(=[O:4])=[O:3], predict the reactants needed to synthesize it. The reactants are: [CH3:1][S:2]([N:5]1[CH2:14][CH2:13][C:12]2[C:7](=[CH:8][CH:9]=[C:10]([C:15](OC)=[O:16])[CH:11]=2)[CH2:6]1)(=[O:4])=[O:3].[H-].[H-].[H-].[H-].[Li+].[Al+3].[O-]S([O-])(=O)=O.[Na+].[Na+]. (2) Given the product [Cl:9][C:10]1[N:11]=[CH:12][C:13]2[C:18]([C:5](=[O:7])[CH3:6])=[CH:17][N:16]([CH:19]3[CH2:23][CH2:22][CH2:21][CH2:20]3)[C:14]=2[N:15]=1, predict the reactants needed to synthesize it. The reactants are: [Cl-].[Al+3].[Cl-].[Cl-].[C:5](Cl)(=[O:7])[CH3:6].[Cl:9][C:10]1[N:11]=[CH:12][C:13]2[CH:18]=[CH:17][N:16]([CH:19]3[CH2:23][CH2:22][CH2:21][CH2:20]3)[C:14]=2[N:15]=1.C(=O)(O)[O-].[Na+]. (3) Given the product [Cl:9][C:4]1[CH:5]=[C:6]([Cl:8])[N:7]=[C:2]([NH:13][CH:11]([CH3:12])[CH3:10])[N:3]=1, predict the reactants needed to synthesize it. The reactants are: Cl[C:2]1[N:7]=[C:6]([Cl:8])[CH:5]=[C:4]([Cl:9])[N:3]=1.[CH3:10][CH:11]([NH2:13])[CH3:12].CCN(CC)CC.O. (4) Given the product [NH2:15][C:11]1[CH:10]=[CH:9][CH:8]=[C:7]2[C:12]=1[CH:13]=[CH:14][N:5]([CH2:4][CH2:3][N:2]([CH3:19])[CH3:1])[C:6]2=[O:18], predict the reactants needed to synthesize it. The reactants are: [CH3:1][N:2]([CH3:19])[CH2:3][CH2:4][N:5]1[CH:14]=[CH:13][C:12]2[C:7](=[CH:8][CH:9]=[CH:10][C:11]=2[N+:15]([O-])=O)[C:6]1=[O:18].[Sn](Cl)Cl. (5) Given the product [C:1]([O:5][C:6]([N:8]1[CH2:13][CH2:12][C@@H:11]([N:14]=[C:16]([C:17]2[CH:22]=[CH:21][CH:20]=[CH:19][CH:18]=2)[C:23]2[CH:28]=[CH:27][CH:26]=[CH:25][CH:24]=2)[C@H:10]([OH:15])[CH2:9]1)=[O:7])([CH3:4])([CH3:2])[CH3:3], predict the reactants needed to synthesize it. The reactants are: [C:1]([O:5][C:6]([N:8]1[CH2:13][CH2:12][CH:11]([NH2:14])[CH:10]([OH:15])[CH2:9]1)=[O:7])([CH3:4])([CH3:3])[CH3:2].[C:16](=N)([C:23]1[CH:28]=[CH:27][CH:26]=[CH:25][CH:24]=1)[C:17]1[CH:22]=[CH:21][CH:20]=[CH:19][CH:18]=1.C(N(CC)CC)C. (6) Given the product [CH2:23]([C@@:14]1([C:17]2[CH:22]=[CH:21][CH:20]=[CH:19][CH:18]=2)[O:13][C:12](=[O:25])[N:11]([C@H:8]([C:5]2[CH:6]=[CH:7][C:2]([C:27]3[CH:28]=[CH:29][C:30](=[O:35])[N:31]([CH2:33][CH3:34])[CH:32]=3)=[CH:3][CH:4]=2)[CH2:9][CH3:10])[CH2:16][CH2:15]1)[CH3:24], predict the reactants needed to synthesize it. The reactants are: Br[C:2]1[CH:7]=[CH:6][C:5]([C@@H:8]([N:11]2[CH2:16][CH2:15][C@:14]([CH2:23][CH3:24])([C:17]3[CH:22]=[CH:21][CH:20]=[CH:19][CH:18]=3)[O:13][C:12]2=[O:25])[CH2:9][CH3:10])=[CH:4][CH:3]=1.Br[C:27]1[CH:28]=[CH:29][C:30](=[O:35])[N:31]([CH2:33][CH3:34])[CH:32]=1. (7) Given the product [Cl:1][C:2]1[C:7]([N+:8]([O-:10])=[O:9])=[C:6]([NH:28][C:25]2[CH:24]=[CH:23][C:22]([CH2:21][CH2:20][NH:19][C:18](=[O:29])[O:17][C:13]([CH3:15])([CH3:14])[CH3:16])=[CH:27][CH:26]=2)[CH:5]=[C:4]([CH3:12])[N:3]=1, predict the reactants needed to synthesize it. The reactants are: [Cl:1][C:2]1[C:7]([N+:8]([O-:10])=[O:9])=[C:6](Cl)[CH:5]=[C:4]([CH3:12])[N:3]=1.[C:13]([O:17][C:18](=[O:29])[NH:19][CH2:20][CH2:21][C:22]1[CH:27]=[CH:26][C:25]([NH2:28])=[CH:24][CH:23]=1)([CH3:16])([CH3:15])[CH3:14]. (8) Given the product [CH2:76]([S:77][CH2:12][C:10]1[C:9]2[C:4](=[CH:5][CH:6]=[C:7]([C:47]3[CH:46]=[CH:45][S:44][CH:52]=3)[CH:8]=2)[NH:3][C:2]([CH3:1])([CH3:21])[CH:11]=1)[CH:75]=[CH2:69], predict the reactants needed to synthesize it. The reactants are: [CH3:1][C:2]1([CH3:21])[CH:11]=[C:10]([CH3:12])[C:9]2[C:4](=[CH:5][CH:6]=[C:7](OS(C(F)(F)F)(=O)=O)[CH:8]=2)[NH:3]1.C(C1C=CC(OC)=C(C2C=C3C(=CC=2)NC(C)(C)C=C3C[S:44][CH2:45][CH2:46][C:47]2[CH:52]=CC=CC=2)C=1)(C)C.C(C1C=CC(OC)=C(B(O)O)C=1)(C)C.[C:69]1([CH2:75][CH2:76][SH:77])C=CC=CC=1. (9) Given the product [ClH:64].[ClH:64].[OH:6][C:7]1[CH:43]=[CH:42][C:41]([C:44]2[CH:45]=[N:46][CH:47]=[CH:48][CH:49]=2)=[CH:40][C:8]=1[C:9]([NH:11][C:12]1[CH:24]=[C:23]([C:25]2[CH:30]=[CH:29][CH:28]=[CH:27][C:26]=2[NH:31][CH3:32])[CH:22]=[CH:21][C:13]=1[C:14]([OH:16])=[O:15])=[O:10], predict the reactants needed to synthesize it. The reactants are: [OH-].[Na+].C([O:6][C:7]1[CH:43]=[CH:42][C:41]([C:44]2[CH:45]=[N:46][CH:47]=[CH:48][CH:49]=2)=[CH:40][C:8]=1[C:9]([NH:11][C:12]1[CH:24]=[C:23]([C:25]2[CH:30]=[CH:29][CH:28]=[CH:27][C:26]=2[N:31](C(OC(C)(C)C)=O)[CH3:32])[CH:22]=[CH:21][C:13]=1[C:14]([O:16]C(C)(C)C)=[O:15])=[O:10])(=O)C.C(O)(=O)CC(CC(O)=O)(C(O)=O)O.C(Cl)(Cl)[Cl:64].